This data is from Forward reaction prediction with 1.9M reactions from USPTO patents (1976-2016). The task is: Predict the product of the given reaction. (1) Given the reactants C(OC([N:8]1[CH2:14][CH2:13][C:12]2[CH:15]=[CH:16][C:17]([O:19][S:20]([CH3:23])(=[O:22])=[O:21])=[CH:18][C:11]=2[CH2:10][CH2:9]1)=O)(C)(C)C.FC(F)(F)C(O)=O, predict the reaction product. The product is: [CH3:23][S:20]([O:19][C:17]1[CH:16]=[CH:15][C:12]2[CH2:13][CH2:14][NH:8][CH2:9][CH2:10][C:11]=2[CH:18]=1)(=[O:21])=[O:22]. (2) The product is: [CH2:1]([O:3][C:4]([C:6]1[CH:11]=[CH:10][C:9]([C:12]([F:15])([F:14])[F:13])=[C:8]([Cl:26])[N:7]=1)=[O:5])[CH3:2]. Given the reactants [CH2:1]([O:3][C:4]([C:6]1[CH:11]=[CH:10][C:9]([C:12]([F:15])([F:14])[F:13])=[C:8](O)[N:7]=1)=[O:5])[CH3:2].P(Cl)([Cl:26])(OC1C=CC=CC=1)=O, predict the reaction product. (3) Given the reactants [C:1]1([CH:7]([NH:9][CH:10]2[C:14]3=[N:15][C:16]4[CH:17]=[CH:18][CH:19]=[CH:20][C:21]=4[C:22](=[O:23])[N:13]3[CH2:12][CH2:11]2)[CH3:8])[CH:6]=[CH:5][CH:4]=[CH:3][CH:2]=1.[CH2:24]([C:27]1[CH:32]=[CH:31][CH:30]=[CH:29][C:28]=1[N:33]=[C:34]=[O:35])[CH2:25][CH3:26], predict the reaction product. The product is: [O:23]=[C:22]1[C:21]2[CH:20]=[CH:19][CH:18]=[CH:17][C:16]=2[N:15]=[C:14]2[CH:10]([N:9]([CH:7]([C:1]3[CH:6]=[CH:5][CH:4]=[CH:3][CH:2]=3)[CH3:8])[C:34]([NH:33][C:28]3[CH:29]=[CH:30][CH:31]=[CH:32][C:27]=3[CH2:24][CH2:25][CH3:26])=[O:35])[CH2:11][CH2:12][N:13]12.